This data is from Forward reaction prediction with 1.9M reactions from USPTO patents (1976-2016). The task is: Predict the product of the given reaction. (1) Given the reactants [N:1]([C:4]([C:7]1[CH:12]=[CH:11][C:10]([NH:13][C:14]([C:16]2[NH:17][CH:18]=[C:19]([C:21]#[N:22])[N:20]=2)=[O:15])=[C:9]([C:23]2[CH2:28][CH2:27][CH2:26][CH2:25][CH:24]=2)[CH:8]=1)([CH3:6])[CH3:5])=[N+]=[N-].[C:29]([OH:32])(=[O:31])[CH3:30], predict the reaction product. The product is: [C:29]([OH:32])(=[O:31])[CH3:30].[NH2:1][C:4]([C:7]1[CH:12]=[CH:11][C:10]([NH:13][C:14]([C:16]2[NH:17][CH:18]=[C:19]([C:21]#[N:22])[N:20]=2)=[O:15])=[C:9]([C:23]2[CH2:28][CH2:27][CH2:26][CH2:25][CH:24]=2)[CH:8]=1)([CH3:6])[CH3:5]. (2) Given the reactants [F:1][C:2]1[CH:7]=[CH:6][C:5]([NH:8][C:9](=[O:35])[NH:10][C:11]2[CH:16]=[CH:15][C:14]([C:17]3[CH:18]=[C:19]4[C:23](=[CH:24][CH:25]=3)[C:22](=[O:26])[N:21]([C@@H:27]([CH:32]([CH3:34])[CH3:33])[C:28]([O:30]C)=[O:29])[CH2:20]4)=[CH:13][CH:12]=2)=[CH:4][CH:3]=1.CO.[Li+].[OH-].Cl, predict the reaction product. The product is: [F:1][C:2]1[CH:3]=[CH:4][C:5]([NH:8][C:9](=[O:35])[NH:10][C:11]2[CH:16]=[CH:15][C:14]([C:17]3[CH:18]=[C:19]4[C:23](=[CH:24][CH:25]=3)[C:22](=[O:26])[N:21]([C@@H:27]([CH:32]([CH3:33])[CH3:34])[C:28]([OH:30])=[O:29])[CH2:20]4)=[CH:13][CH:12]=2)=[CH:6][CH:7]=1. (3) Given the reactants [C:1]([O:5][C:6]([N:8]1[CH2:12][CH:11]=[C:10]([C:13]2[CH:18]=[CH:17][C:16]([C:19](=[O:21])[NH2:20])=[C:15]([O:22][C:23]3[CH:28]=[CH:27][C:26]([O:29][C:30]4[CH:35]=[CH:34][CH:33]=[C:32]([C:36]#[N:37])[CH:31]=4)=[CH:25][CH:24]=3)[N:14]=2)[CH2:9]1)=[O:7])([CH3:4])([CH3:3])[CH3:2], predict the reaction product. The product is: [C:1]([O:5][C:6]([N:8]1[CH2:12][CH2:11][CH:10]([C:13]2[CH:18]=[CH:17][C:16]([C:19](=[O:21])[NH2:20])=[C:15]([O:22][C:23]3[CH:28]=[CH:27][C:26]([O:29][C:30]4[CH:35]=[CH:34][CH:33]=[C:32]([C:36]#[N:37])[CH:31]=4)=[CH:25][CH:24]=3)[N:14]=2)[CH2:9]1)=[O:7])([CH3:4])([CH3:2])[CH3:3]. (4) The product is: [CH3:10][C:11]1([CH3:18])[O:15][CH:14]([CH2:16][O:17][C:2]2[CH:3]=[CH:4][C:5]([CH:8]=[O:9])=[N:6][CH:7]=2)[CH2:13][O:12]1. Given the reactants F[C:2]1[CH:3]=[CH:4][C:5]([CH:8]=[O:9])=[N:6][CH:7]=1.[CH3:10][C:11]1([CH3:18])[O:15][CH:14]([CH2:16][OH:17])[CH2:13][O:12]1.ClCCCl, predict the reaction product.